Regression/Classification. Given a drug SMILES string, predict its toxicity properties. Task type varies by dataset: regression for continuous values (e.g., LD50, hERG inhibition percentage) or binary classification for toxic/non-toxic outcomes (e.g., AMES mutagenicity, cardiotoxicity, hepatotoxicity). Dataset: herg_karim. From a dataset of hERG potassium channel inhibition data for cardiac toxicity prediction from Karim et al.. (1) The molecule is CCC(=O)O[C@@](Cc1ccccc1)(c1ccccc1)[C@H](C)CNC. The result is 1 (blocker). (2) The molecule is O=C(Nc1ccc(-c2nnc(NCCCCN3CCCCC3)o2)cc1)c1ccccc1. The result is 0 (non-blocker). (3) The molecule is CC1(C)CC(NC(=O)C2(O)CC2)c2cc(-c3ccc(Cl)cc3)c(-c3ccc(Cl)cc3Cl)nc2O1. The result is 1 (blocker). (4) The drug is O=c1ncn(Cc2c(F)cc(F)cc2F)c2ccc(Oc3ccccc3)cc12. The result is 1 (blocker). (5) The molecule is COc1cc(-c2cn(C3C[C@@H](C(F)(F)F)CN(CC(F)(F)F)C3=O)nn2)ccc1-n1cnc(C)c1. The result is 0 (non-blocker). (6) The compound is CN1CCc2cccc3c2[C@H]1Cc1ccc(O)c(O)c1-3.Cl. The result is 1 (blocker).